Dataset: Peptide-MHC class II binding affinity with 134,281 pairs from IEDB. Task: Regression. Given a peptide amino acid sequence and an MHC pseudo amino acid sequence, predict their binding affinity value. This is MHC class II binding data. (1) The peptide sequence is CKTLTPLMSSKFPEL. The MHC is HLA-DPA10103-DPB10301 with pseudo-sequence HLA-DPA10103-DPB10301. The binding affinity (normalized) is 0.259. (2) The peptide sequence is PNYLALLVKYVDGDG. The MHC is DRB1_1602 with pseudo-sequence DRB1_1602. The binding affinity (normalized) is 0.517. (3) The peptide sequence is AYSIEFGTNISKEHD. The MHC is HLA-DPA10103-DPB10401 with pseudo-sequence HLA-DPA10103-DPB10401. The binding affinity (normalized) is 0.204. (4) The peptide sequence is EISTNIRQAGVQYSR. The MHC is DRB3_0202 with pseudo-sequence DRB3_0202. The binding affinity (normalized) is 0.219. (5) The peptide sequence is EEDKENALSLLDKIYT. The MHC is DRB1_0101 with pseudo-sequence DRB1_0101. The binding affinity (normalized) is 0.365.